Dataset: Reaction yield outcomes from USPTO patents with 853,638 reactions. Task: Predict the reaction yield, written as a fraction of the theoretical maximum amount of product (1.0 means a 100% yield; for example, 0.34 means a 34% yield). The reactants are Br[C:2]1[CH:7]=[CH:6][C:5]([C:8]2[N:9]=[C:10]([C:27]([CH3:30])([CH3:29])[CH3:28])[S:11][C:12]=2[C@@H:13]2[CH2:18][CH2:17][CH2:16][CH2:15][C@H:14]2[C:19]([NH:21][C:22]2([C:25]#[N:26])[CH2:24][CH2:23]2)=[O:20])=[CH:4][CH:3]=1.[NH:31]1[CH2:36][CH2:35][S:34](=[O:38])(=[O:37])[CH2:33][CH2:32]1.[O-]P([O-])([O-])=O.[K+].[K+].[K+].O.N#N. The catalyst is [Pd+2].C1COCC1. The product is [C:27]([C:10]1[S:11][C:12]([C@@H:13]2[CH2:18][CH2:17][CH2:16][CH2:15][C@H:14]2[C:19]([NH:21][C:22]2([C:25]#[N:26])[CH2:24][CH2:23]2)=[O:20])=[C:8]([C:5]2[CH:6]=[CH:7][C:2]([N:31]3[CH2:36][CH2:35][S:34](=[O:38])(=[O:37])[CH2:33][CH2:32]3)=[CH:3][CH:4]=2)[N:9]=1)([CH3:30])([CH3:29])[CH3:28]. The yield is 0.730.